The task is: Regression. Given two drug SMILES strings and cell line genomic features, predict the synergy score measuring deviation from expected non-interaction effect.. This data is from NCI-60 drug combinations with 297,098 pairs across 59 cell lines. (1) Drug 1: N.N.Cl[Pt+2]Cl. Drug 2: CC1C(C(CC(O1)OC2CC(CC3=C2C(=C4C(=C3O)C(=O)C5=C(C4=O)C(=CC=C5)OC)O)(C(=O)CO)O)N)O.Cl. Cell line: SNB-19. Synergy scores: CSS=37.0, Synergy_ZIP=-0.782, Synergy_Bliss=-3.85, Synergy_Loewe=-33.2, Synergy_HSA=-3.46. (2) Drug 2: CS(=O)(=O)OCCCCOS(=O)(=O)C. Synergy scores: CSS=4.82, Synergy_ZIP=2.45, Synergy_Bliss=-0.765, Synergy_Loewe=-1.57, Synergy_HSA=-0.608. Cell line: SF-539. Drug 1: CC1C(C(CC(O1)OC2CC(CC3=C2C(=C4C(=C3O)C(=O)C5=C(C4=O)C(=CC=C5)OC)O)(C(=O)CO)O)N)O.Cl. (3) Drug 1: CN1C(=O)N2C=NC(=C2N=N1)C(=O)N. Drug 2: COCCOC1=C(C=C2C(=C1)C(=NC=N2)NC3=CC=CC(=C3)C#C)OCCOC.Cl. Cell line: OVCAR3. Synergy scores: CSS=8.73, Synergy_ZIP=-2.45, Synergy_Bliss=-12.4, Synergy_Loewe=-9.67, Synergy_HSA=-9.09. (4) Drug 1: C1CC(=O)NC(=O)C1N2CC3=C(C2=O)C=CC=C3N. Drug 2: C(CC(=O)O)C(=O)CN.Cl. Cell line: COLO 205. Synergy scores: CSS=-0.0355, Synergy_ZIP=-6.60, Synergy_Bliss=-14.9, Synergy_Loewe=-13.2, Synergy_HSA=-12.5. (5) Drug 1: CC(CN1CC(=O)NC(=O)C1)N2CC(=O)NC(=O)C2. Drug 2: CS(=O)(=O)OCCCCOS(=O)(=O)C. Cell line: HL-60(TB). Synergy scores: CSS=81.1, Synergy_ZIP=11.7, Synergy_Bliss=12.7, Synergy_Loewe=9.25, Synergy_HSA=14.7. (6) Drug 1: CC1CCC2CC(C(=CC=CC=CC(CC(C(=O)C(C(C(=CC(C(=O)CC(OC(=O)C3CCCCN3C(=O)C(=O)C1(O2)O)C(C)CC4CCC(C(C4)OC)OCCO)C)C)O)OC)C)C)C)OC. Drug 2: CC(C)(C#N)C1=CC(=CC(=C1)CN2C=NC=N2)C(C)(C)C#N. Cell line: MOLT-4. Synergy scores: CSS=7.16, Synergy_ZIP=0.711, Synergy_Bliss=-3.32, Synergy_Loewe=-12.8, Synergy_HSA=-12.9. (7) Drug 1: C1=CC(=CC=C1CCC2=CNC3=C2C(=O)NC(=N3)N)C(=O)NC(CCC(=O)O)C(=O)O. Drug 2: CC(C1=C(C=CC(=C1Cl)F)Cl)OC2=C(N=CC(=C2)C3=CN(N=C3)C4CCNCC4)N. Cell line: OVCAR-8. Synergy scores: CSS=15.5, Synergy_ZIP=-3.90, Synergy_Bliss=-12.0, Synergy_Loewe=-24.0, Synergy_HSA=-11.6. (8) Drug 1: CC1CCC2CC(C(=CC=CC=CC(CC(C(=O)C(C(C(=CC(C(=O)CC(OC(=O)C3CCCCN3C(=O)C(=O)C1(O2)O)C(C)CC4CCC(C(C4)OC)OCCO)C)C)O)OC)C)C)C)OC. Drug 2: CS(=O)(=O)CCNCC1=CC=C(O1)C2=CC3=C(C=C2)N=CN=C3NC4=CC(=C(C=C4)OCC5=CC(=CC=C5)F)Cl. Cell line: NCI-H322M. Synergy scores: CSS=17.6, Synergy_ZIP=5.36, Synergy_Bliss=7.39, Synergy_Loewe=-0.221, Synergy_HSA=-0.321.